The task is: Predict which catalyst facilitates the given reaction.. This data is from Catalyst prediction with 721,799 reactions and 888 catalyst types from USPTO. (1) Reactant: CO[C:3]([C:5]1[CH:6]=[N:7][CH:8]=[CH:9][CH:10]=1)=[O:4].[CH3:11][C:12]([CH3:14])=[O:13].C[O-].[Na+]. Product: [N:7]1[CH:8]=[CH:9][CH:10]=[C:5]([C:3](=[O:4])[CH2:11][C:12](=[O:13])[CH3:14])[CH:6]=1. The catalyst class is: 1. (2) Reactant: [C:1]1([NH:7][C:8]([N:10]2[C:18]3[C:13](=[CH:14][C:15]([N+:19]([O-])=O)=[CH:16][CH:17]=3)[CH:12]=[CH:11]2)=[O:9])[CH:6]=[CH:5][CH:4]=[CH:3][CH:2]=1.O.[Cl-].[NH4+]. Product: [C:1]1([NH:7][C:8]([N:10]2[C:18]3[C:13](=[CH:14][C:15]([NH2:19])=[CH:16][CH:17]=3)[CH:12]=[CH:11]2)=[O:9])[CH:2]=[CH:3][CH:4]=[CH:5][CH:6]=1. The catalyst class is: 186. (3) Product: [Si:8]([O:15][C:23]([C:26]1[CH:27]=[CH:28][CH:29]=[C:30]2[C:35]=1[N:34]=[C:33]([S:36][CH3:37])[N:32]([CH3:38])[C:31]2=[O:39])=[CH2:24])([C:11]([CH3:12])([CH3:13])[CH3:14])([CH3:9])[CH3:10]. Reactant: CCN(CC)CC.[Si:8]([O:15]S(C(F)(F)F)(=O)=O)([C:11]([CH3:14])([CH3:13])[CH3:12])([CH3:10])[CH3:9].[C:23]([C:26]1[CH:27]=[CH:28][CH:29]=[C:30]2[C:35]=1[N:34]=[C:33]([S:36][CH3:37])[N:32]([CH3:38])[C:31]2=[O:39])(=O)[CH3:24]. The catalyst class is: 2. (4) Reactant: [H-].[Na+].[NH:3]1[CH:7]=[CH:6][N:5]=[CH:4]1.[CH3:8][Si:9]([CH3:16])([CH3:15])[CH2:10][CH2:11][O:12][CH2:13]Cl. Product: [CH3:8][Si:9]([CH3:16])([CH3:15])[CH2:10][CH2:11][O:12][CH2:13][N:3]1[CH:7]=[CH:6][N:5]=[CH:4]1. The catalyst class is: 9. (5) Reactant: C[N:2]1[CH2:7][CH2:6][O:5]C[CH2:3]1.[C:8]([O:12][C:13]([NH:15][C@@H:16]([C@@H:20]([CH3:23])[CH2:21][CH3:22])[C:17]([OH:19])=O)=[O:14])([CH3:11])([CH3:10])[CH3:9].CN(C(ON1N=NC2C=CC=CC1=2)=[N+](C)C)C.[B-](F)(F)(F)F.Cl.N1CC(O)C1. Product: [OH:5][CH:6]1[CH2:7][N:2]([C:17](=[O:19])[C@@H:16]([NH:15][C:13](=[O:14])[O:12][C:8]([CH3:9])([CH3:10])[CH3:11])[C@@H:20]([CH3:23])[CH2:21][CH3:22])[CH2:3]1. The catalyst class is: 85. (6) Reactant: CS(C)=O.C(Cl)(=O)C(Cl)=O.[Cl:11][C:12]1[CH:29]=[C:28]([Cl:30])[CH:27]=[CH:26][C:13]=1[CH2:14][N:15]1[C:19]([CH2:20][OH:21])=[CH:18][C:17]([O:22][CH2:23][O:24][CH3:25])=[N:16]1.C(N(CC)CC)C. Product: [Cl:11][C:12]1[CH:29]=[C:28]([Cl:30])[CH:27]=[CH:26][C:13]=1[CH2:14][N:15]1[C:19]([CH:20]=[O:21])=[CH:18][C:17]([O:22][CH2:23][O:24][CH3:25])=[N:16]1. The catalyst class is: 4. (7) Reactant: [Cl:1][C:2]1[CH:7]=[CH:6][C:5]([CH2:8][C:9]#[N:10])=[CH:4][CH:3]=1.C[Li].[CH2:13]([CH:15]1[O:17][CH2:16]1)Br.C[Mg]I. Product: [Cl:1][C:2]1[CH:7]=[CH:6][C:5]([C:8]2([C:9]#[N:10])[CH2:16][CH:15]([OH:17])[CH2:13]2)=[CH:4][CH:3]=1. The catalyst class is: 7. (8) Reactant: [CH2:1]([N:8]1[C:14](=[O:15])[C:13]2[CH:16]=[CH:17][C:18](F)=[N:19][C:12]=2[O:11][CH2:10][CH2:9]1)[C:2]1[CH:7]=[CH:6][CH:5]=[CH:4][CH:3]=1.[Cl:21][C:22]1[CH:27]=[CH:26][C:25]([OH:28])=[CH:24][CH:23]=1.C(=O)([O-])[O-].[K+].[K+].CN(C=O)C. Product: [CH2:1]([N:8]1[C:14](=[O:15])[C:13]2[CH:16]=[CH:17][C:18]([O:28][C:25]3[CH:26]=[CH:27][C:22]([Cl:21])=[CH:23][CH:24]=3)=[N:19][C:12]=2[O:11][CH2:10][CH2:9]1)[C:2]1[CH:7]=[CH:6][CH:5]=[CH:4][CH:3]=1. The catalyst class is: 6. (9) Reactant: [Br:1][C:2]1[N:7]=[C:6]([C:8]([NH:10][CH2:11][C:12]2[CH:17]=[CH:16][C:15]([F:18])=[CH:14][CH:13]=2)=[O:9])[C:5]([OH:19])=[CH:4][CH:3]=1.[C:20]([O-])([O-])=O.[Cs+].[Cs+].ClCI. Product: [Br:1][C:2]1[CH:3]=[CH:4][C:5]2[O:19][CH2:20][N:10]([CH2:11][C:12]3[CH:17]=[CH:16][C:15]([F:18])=[CH:14][CH:13]=3)[C:8](=[O:9])[C:6]=2[N:7]=1. The catalyst class is: 3. (10) Reactant: Br[C:2]1[CH:10]=[CH:9][C:8]2[C:4](=[C:5]([CH3:14])[N:6]([CH2:11][CH2:12][CH3:13])[N:7]=2)[CH:3]=1.[Cl:15][C:16]1[CH:30]=[CH:29][C:19]([CH2:20][O:21][C:22]2[CH:27]=[CH:26][NH:25][C:24](=[O:28])[CH:23]=2)=[CH:18][CH:17]=1.C(=O)([O-])[O-].[K+].[K+].CN[C@@H]1CCCC[C@H]1NC. Product: [Cl:15][C:16]1[CH:30]=[CH:29][C:19]([CH2:20][O:21][C:22]2[CH:27]=[CH:26][N:25]([C:2]3[CH:10]=[CH:9][C:8]4[C:4](=[C:5]([CH3:14])[N:6]([CH2:11][CH2:12][CH3:13])[N:7]=4)[CH:3]=3)[C:24](=[O:28])[CH:23]=2)=[CH:18][CH:17]=1. The catalyst class is: 185.